Regression. Given two drug SMILES strings and cell line genomic features, predict the synergy score measuring deviation from expected non-interaction effect. From a dataset of NCI-60 drug combinations with 297,098 pairs across 59 cell lines. Drug 1: CCC(=C(C1=CC=CC=C1)C2=CC=C(C=C2)OCCN(C)C)C3=CC=CC=C3.C(C(=O)O)C(CC(=O)O)(C(=O)O)O. Drug 2: C1CCC(C(C1)N)N.C(=O)(C(=O)[O-])[O-].[Pt+4]. Cell line: HS 578T. Synergy scores: CSS=14.4, Synergy_ZIP=-0.940, Synergy_Bliss=6.07, Synergy_Loewe=-1.03, Synergy_HSA=3.70.